The task is: Regression. Given a peptide amino acid sequence and an MHC pseudo amino acid sequence, predict their binding affinity value. This is MHC class II binding data.. This data is from Peptide-MHC class II binding affinity with 134,281 pairs from IEDB. (1) The binding affinity (normalized) is 0.325. The MHC is DRB5_0101 with pseudo-sequence DRB5_0101. The peptide sequence is LAAIIFLFGPPTALRS. (2) The binding affinity (normalized) is 0.293. The MHC is DRB1_1302 with pseudo-sequence DRB1_1302. The peptide sequence is EPGKNPKNFQTMPGT. (3) The peptide sequence is EAFVVEFDLPGIK. The MHC is DRB1_0402 with pseudo-sequence DRB1_0402. The binding affinity (normalized) is 0.362. (4) The peptide sequence is IIIDSKDTERQLAAM. The MHC is DRB3_0202 with pseudo-sequence DRB3_0202. The binding affinity (normalized) is 0.0630. (5) The peptide sequence is VVFPASFFIKLPIILA. The MHC is DRB1_0101 with pseudo-sequence DRB1_0101. The binding affinity (normalized) is 1.00.